From a dataset of Forward reaction prediction with 1.9M reactions from USPTO patents (1976-2016). Predict the product of the given reaction. (1) Given the reactants C([O:3][C:4]([C:6]1([NH:11][C:12]([CH:14]2[CH2:18][CH:17]([NH2:19])[CH2:16][N:15]2[C:20](=[O:40])[NH:21][CH:22]([C:27](=[O:39])[NH:28][CH:29]2[C:37]3[C:32](=[CH:33][CH:34]=[CH:35][CH:36]=3)[CH2:31][CH:30]2[OH:38])[C:23]([CH3:26])([CH3:25])[CH3:24])=[O:13])[CH2:8][CH:7]1[CH:9]=[CH2:10])=[O:5])C.CCN(C(C)C)C(C)C.Cl.[C:51](Cl)(=[O:58])[C:52]1[CH:57]=[CH:56][CH:55]=[N:54][CH:53]=1.C(O)C(N)(CO)CO.[Li+].[OH-], predict the reaction product. The product is: [OH:38][CH:30]1[CH2:31][C:32]2[C:37](=[CH:36][CH:35]=[CH:34][CH:33]=2)[CH:29]1[NH:28][C:27]([CH:22]([NH:21][C:20]([N:15]1[CH2:16][CH:17]([NH:19][C:51]([C:52]2[CH:53]=[N:54][CH:55]=[CH:56][CH:57]=2)=[O:58])[CH2:18][CH:14]1[C:12]([NH:11][C:6]1([C:4]([OH:3])=[O:5])[CH2:8][CH:7]1[CH:9]=[CH2:10])=[O:13])=[O:40])[C:23]([CH3:26])([CH3:24])[CH3:25])=[O:39]. (2) Given the reactants [CH3:1][O:2][C:3]1[CH:10]=[CH:9][C:6]([CH:7]=[O:8])=[CH:5][CH:4]=1.ClC[C@@H:13]1[CH2:17][O:16][C:15]([CH3:19])([CH3:18])[O:14]1.C(=O)([O-])[O-].[K+].[K+].O, predict the reaction product. The product is: [CH3:18][C:15]1([CH3:19])[O:16][C@H:17]([CH2:1][O:2][C:3]2[CH:10]=[CH:9][C:6]([CH:7]=[O:8])=[CH:5][CH:4]=2)[CH2:13][O:14]1. (3) Given the reactants [C:1]([CH:3]([C:11]1[CH:16]=[CH:15][CH:14]=[CH:13][CH:12]=1)[C:4](=[O:10])[C:5](OCC)=[O:6])#[N:2].N.O, predict the reaction product. The product is: [OH:10][CH:4]1[CH:3]([C:11]2[CH:16]=[CH:15][CH:14]=[CH:13][CH:12]=2)[CH2:1][NH:2][C:5]1=[O:6]. (4) Given the reactants [N:1]1[CH:6]=[CH:5][CH:4]=[CH:3][C:2]=1[S:7][S:8][C:9]1[CH:14]=CC=CN=1.SCC[OH:18], predict the reaction product. The product is: [N:1]1[CH:6]=[CH:5][CH:4]=[CH:3][C:2]=1[S:7][S:8][CH2:9][CH2:14][OH:18]. (5) Given the reactants C([N:8]1[CH2:12][CH2:11][C:10]([C:14]2[CH:19]=[C:18]([F:20])[CH:17]=[C:16]([F:21])[CH:15]=2)([F:13])[CH2:9]1)C1C=CC=CC=1.C([O-])=O.[NH4+], predict the reaction product. The product is: [F:21][C:16]1[CH:15]=[C:14]([C:10]2([F:13])[CH2:11][CH2:12][NH:8][CH2:9]2)[CH:19]=[C:18]([F:20])[CH:17]=1. (6) Given the reactants [N:1]1[C:10]2[NH:9][CH2:8][CH2:7][CH2:6][C:5]=2[CH:4]=[CH:3][C:2]=1[CH2:11][CH2:12][CH2:13][C:14]1[S:18][C:17]([CH2:19][C@@H:20]([C:22]([O:24]C)=[O:23])[NH2:21])=[CH:16][CH:15]=1.[Cl:26][C:27]1[CH:35]=[N:34][CH:33]=[C:32]([Cl:36])[C:28]=1[C:29](O)=[O:30], predict the reaction product. The product is: [Cl:26][C:27]1[CH:35]=[N:34][CH:33]=[C:32]([Cl:36])[C:28]=1[C:29]([NH:21][C@H:20]([C:22]([OH:24])=[O:23])[CH2:19][C:17]1[S:18][C:14]([CH2:13][CH2:12][CH2:11][C:2]2[CH:3]=[CH:4][C:5]3[CH2:6][CH2:7][CH2:8][NH:9][C:10]=3[N:1]=2)=[CH:15][CH:16]=1)=[O:30]. (7) Given the reactants [OH:1][C:2]1[CH:9]=[CH:8][C:5]([CH:6]=[O:7])=[CH:4][CH:3]=1.[Cl:10][C:11]1[CH:18]=[C:17](F)[CH:16]=[CH:15][C:12]=1[C:13]#[N:14].C([O-])([O-])=O.[K+].[K+].O, predict the reaction product. The product is: [Cl:10][C:11]1[CH:18]=[C:17]([O:1][C:2]2[CH:9]=[CH:8][C:5]([CH:6]=[O:7])=[CH:4][CH:3]=2)[CH:16]=[CH:15][C:12]=1[C:13]#[N:14].